Dataset: Catalyst prediction with 721,799 reactions and 888 catalyst types from USPTO. Task: Predict which catalyst facilitates the given reaction. (1) Reactant: [Br:1][C:2]1[CH:3]=[C:4]([C@@H:7]2[CH2:9][C@H:8]2C(O)=O)[S:5][CH:6]=1.[C:13]([OH:17])([CH3:16])([CH3:15])[CH3:14].C([N:20]([CH2:23]C)CC)C.C1(P(N=[N+]=[N-])(C2C=CC=CC=2)=[O:32])C=CC=CC=1. Product: [C:13]([O:17][C:23](=[O:32])[NH:20][C@@H:8]1[CH2:9][C@H:7]1[C:4]1[S:5][CH:6]=[C:2]([Br:1])[CH:3]=1)([CH3:16])([CH3:15])[CH3:14]. The catalyst class is: 6. (2) Reactant: [Cl:1][C:2]1[C:10]2[C:9]([S:11][CH2:12][C:13]([O-:15])=[O:14])=[N:8][CH:7]=[N:6][C:5]=2[S:4][C:3]=1[CH3:16].[OH-].[Na+]. Product: [Cl:1][C:2]1[C:10]2[C:9]([S:11][CH2:12][C:13]([OH:15])=[O:14])=[N:8][CH:7]=[N:6][C:5]=2[S:4][C:3]=1[CH3:16]. The catalyst class is: 1. (3) Reactant: F[C:2]1[CH:7]=[CH:6][C:5]([N+:8]([O-:10])=[O:9])=[CH:4][CH:3]=1.[CH2:11]([N:18]1[CH2:23][CH2:22][CH:21]([NH:24][CH3:25])[CH2:20][CH2:19]1)[C:12]1[CH:17]=[CH:16][CH:15]=[CH:14][CH:13]=1.C(=O)([O-])[O-].[K+].[K+]. Product: [CH2:11]([N:18]1[CH2:23][CH2:22][CH:21]([N:24]([CH3:25])[C:2]2[CH:7]=[CH:6][C:5]([N+:8]([O-:10])=[O:9])=[CH:4][CH:3]=2)[CH2:20][CH2:19]1)[C:12]1[CH:13]=[CH:14][CH:15]=[CH:16][CH:17]=1. The catalyst class is: 4. (4) Reactant: [CH3:1][O:2][C:3]([C:5]1[S:6][C:7]([C:26]2[CH:31]=[CH:30][CH:29]=[CH:28][CH:27]=2)=[CH:8][C:9]=1[N:10]([C:17]([CH:19]1[CH2:24][CH2:23][CH:22]([CH3:25])[CH2:21][CH2:20]1)=[O:18])[CH:11]1[CH2:16][CH2:15][NH:14][CH2:13][CH2:12]1)=[O:4].C([O-])([O-])=O.[K+].[K+].[N:38]#[C:39]Br. Product: [CH3:1][O:2][C:3]([C:5]1[S:6][C:7]([C:26]2[CH:27]=[CH:28][CH:29]=[CH:30][CH:31]=2)=[CH:8][C:9]=1[N:10]([CH:11]1[CH2:16][CH2:15][N:14]([C:39]#[N:38])[CH2:13][CH2:12]1)[C:17]([CH:19]1[CH2:20][CH2:21][CH:22]([CH3:25])[CH2:23][CH2:24]1)=[O:18])=[O:4]. The catalyst class is: 2. (5) Reactant: C([N:4]([S:34]([CH2:37][C:38]1[CH:43]=[CH:42][CH:41]=[CH:40][CH:39]=1)(=[O:36])=[O:35])[C:5]([CH:7]1[CH2:12][CH2:11][N:10]([C:13]2[C:23]([C:24]#[N:25])=[CH:22][C:16]([C:17]([O:19][CH2:20][CH3:21])=[O:18])=[C:15](OS(C(F)(F)F)(=O)=O)[N:14]=2)[CH2:9][CH2:8]1)=[O:6])C=C.CC1(C)C2C(=C(P(C3C=CC=CC=3)C3C=CC=CC=3)C=CC=2)OC2C(P(C3C=CC=CC=3)C3C=CC=CC=3)=CC=CC1=2.[CH2:86]([SH:88])[CH3:87].CCN(C(C)C)C(C)C.[NH4+].[Cl-]. Product: [CH2:37]([S:34]([NH:4][C:5]([CH:7]1[CH2:8][CH2:9][N:10]([C:13]2[C:23]([C:24]#[N:25])=[CH:22][C:16]([C:17]([O:19][CH2:20][CH3:21])=[O:18])=[C:15]([S:88][CH2:86][CH3:87])[N:14]=2)[CH2:11][CH2:12]1)=[O:6])(=[O:35])=[O:36])[C:38]1[CH:43]=[CH:42][CH:41]=[CH:40][CH:39]=1. The catalyst class is: 102. (6) Reactant: [Cl:1][C:2]1[N:3]=[C:4]([N:11]2[CH2:16][CH2:15][O:14][CH2:13][CH2:12]2)[C:5]2[S:10][CH:9]=[CH:8][C:6]=2[N:7]=1.[Li]CCCC.[CH3:22][S:23][C:24]1[CH:31]=[CH:30][C:27]([CH:28]=[O:29])=[CH:26][CH:25]=1. Product: [Cl:1][C:2]1[N:3]=[C:4]([N:11]2[CH2:16][CH2:15][O:14][CH2:13][CH2:12]2)[C:5]2[S:10][C:9]([CH:28]([C:27]3[CH:30]=[CH:31][C:24]([S:23][CH3:22])=[CH:25][CH:26]=3)[OH:29])=[CH:8][C:6]=2[N:7]=1. The catalyst class is: 1.